This data is from Full USPTO retrosynthesis dataset with 1.9M reactions from patents (1976-2016). The task is: Predict the reactants needed to synthesize the given product. (1) The reactants are: [CH3:1][O:2][C:3](=[O:44])[CH2:4][C@H:5]([OH:43])[CH2:6][C:7](=[O:42])[CH:8]=[CH:9][C:10]1[N:11]([CH:39]([CH3:41])[CH3:40])[C:12]([C:29](=[O:38])[NH:30][C:31]2[CH:36]=[CH:35][C:34]([F:37])=[CH:33][CH:32]=2)=[C:13]([C:22]2[CH:27]=[CH:26][C:25]([F:28])=[CH:24][CH:23]=2)[C:14]=1[C:15]1[CH:20]=[CH:19][C:18]([F:21])=[CH:17][CH:16]=1.C([SiH](CC)OC)C.[BH4-].[Na+]. Given the product [CH3:1][O:2][C:3](=[O:44])[CH2:4][C@H:5]([OH:43])[CH2:6][C@H:7]([OH:42])[CH:8]=[CH:9][C:10]1[N:11]([CH:39]([CH3:40])[CH3:41])[C:12]([C:29](=[O:38])[NH:30][C:31]2[CH:32]=[CH:33][C:34]([F:37])=[CH:35][CH:36]=2)=[C:13]([C:22]2[CH:27]=[CH:26][C:25]([F:28])=[CH:24][CH:23]=2)[C:14]=1[C:15]1[CH:16]=[CH:17][C:18]([F:21])=[CH:19][CH:20]=1, predict the reactants needed to synthesize it. (2) Given the product [NH2:17][C:14]1[CH:13]=[CH:12][C:11]([C:7]2([NH:6][S:4]([C:2]([CH3:21])([CH3:3])[CH3:1])=[O:5])[CH2:8][O:9][CH2:10]2)=[CH:16][CH:15]=1, predict the reactants needed to synthesize it. The reactants are: [CH3:1][C:2]([CH3:21])([S:4]([NH:6][C:7]1([C:11]2[CH:16]=[CH:15][C:14]([NH:17]C(=O)C)=[CH:13][CH:12]=2)[CH2:10][O:9][CH2:8]1)=[O:5])[CH3:3].O.